This data is from Catalyst prediction with 721,799 reactions and 888 catalyst types from USPTO. The task is: Predict which catalyst facilitates the given reaction. Reactant: CN(C(ON1N=NC2C=CC=NC1=2)=[N+](C)C)C.F[P-](F)(F)(F)(F)F.[C:25]([O:28][C@:29]1([C:38]2[CH:47]=[CH:46][C:45]3[C:40](=[CH:41][C:42]([CH:50]=[CH2:51])=[C:43]([O:48][CH3:49])[CH:44]=3)[CH:39]=2)[CH2:33][NH:32][C@H:31]([C:34]([O:36][CH3:37])=[O:35])[CH2:30]1)(=[O:27])[CH3:26].[CH3:52][C:53]([CH3:71])([CH2:68][CH:69]=[CH2:70])[CH2:54][CH2:55][O:56][C:57]([NH:59][C@@H:60]([C:64]([CH3:67])([CH3:66])[CH3:65])[C:61](O)=[O:62])=[O:58].CCN(C(C)C)C(C)C. Product: [C:25]([O:28][C@:29]1([C:38]2[CH:47]=[CH:46][C:45]3[C:40](=[CH:41][C:42]([CH:50]=[CH2:51])=[C:43]([O:48][CH3:49])[CH:44]=3)[CH:39]=2)[CH2:33][N:32]([C:61](=[O:62])[C@@H:60]([NH:59][C:57]([O:56][CH2:55][CH2:54][C:53]([CH3:71])([CH3:52])[CH2:68][CH:69]=[CH2:70])=[O:58])[C:64]([CH3:67])([CH3:66])[CH3:65])[C@H:31]([C:34]([O:36][CH3:37])=[O:35])[CH2:30]1)(=[O:27])[CH3:26]. The catalyst class is: 2.